From a dataset of Forward reaction prediction with 1.9M reactions from USPTO patents (1976-2016). Predict the product of the given reaction. The product is: [Br:18][C:16]1[CH:17]=[C:12]([NH:10][C:2]2[CH:3]=[C:4]3[CH2:5][O:6][CH2:7][CH2:8][N:9]3[N:1]=2)[C:13](=[O:20])[N:14]([CH3:19])[CH:15]=1. Given the reactants [N:1]1[N:9]2[C:4]([CH2:5][O:6][CH2:7][CH2:8]2)=[CH:3][C:2]=1[NH2:10].Br[C:12]1[C:13](=[O:20])[N:14]([CH3:19])[CH:15]=[C:16]([Br:18])[CH:17]=1.C(=O)([O-])[O-].[Cs+].[Cs+].CC1(C)C2C(=C(P(C3C=CC=CC=3)C3C=CC=CC=3)C=CC=2)OC2C(P(C3C=CC=CC=3)C3C=CC=CC=3)=CC=CC1=2, predict the reaction product.